Dataset: Catalyst prediction with 721,799 reactions and 888 catalyst types from USPTO. Task: Predict which catalyst facilitates the given reaction. (1) Reactant: [Cl:1][C:2]1[C:3]([C:8](Cl)=[O:9])=[N:4][CH:5]=[CH:6][N:7]=1.CN.[CH2:13]([N:15](CC)CC)C. Product: [CH3:13][NH:15][C:8]([C:3]1[C:2]([Cl:1])=[N:7][CH:6]=[CH:5][N:4]=1)=[O:9]. The catalyst class is: 1. (2) Reactant: [CH2:1]([O:3][CH2:4][C:5]1[N:6]([CH2:18][C:19]2([OH:32])[CH2:24][CH2:23][N:22]([C:25]([O:27][C:28]([CH3:31])([CH3:30])[CH3:29])=[O:26])[CH2:21][CH2:20]2)[C:7]2[C:16]3[CH:15]=[CH:14][CH:13]=[CH:12][C:11]=3[N:10]=[CH:9][C:8]=2[N:17]=1)[CH3:2].C1C=C(Cl)C=C(C(OO)=O)C=1.[OH-].[NH4+:45].S(Cl)(C1C=CC(C)=CC=1)(=O)=O. Product: [NH2:45][C:9]1[C:8]2[N:17]=[C:5]([CH2:4][O:3][CH2:1][CH3:2])[N:6]([CH2:18][C:19]3([OH:32])[CH2:24][CH2:23][N:22]([C:25]([O:27][C:28]([CH3:31])([CH3:30])[CH3:29])=[O:26])[CH2:21][CH2:20]3)[C:7]=2[C:16]2[CH:15]=[CH:14][CH:13]=[CH:12][C:11]=2[N:10]=1. The catalyst class is: 46. (3) Reactant: [CH3:1][C:2]1[N:3]=[C:4]2[C:13]3[NH:12][C@H:11]([C:14]4[CH:19]=[CH:18][CH:17]=[CH:16][CH:15]=4)[CH2:10][C:9](=[O:20])[C:8]=3[CH2:7][CH2:6][N:5]2[C:21]=1[CH3:22].ClC1C(=O)C(C#N)=C(C#N)C(=O)C=1Cl.[OH-].[Na+].C(OCC)(=O)C. Product: [CH3:1][C:2]1[N:3]=[C:4]2[C:13]3[NH:12][C@H:11]([C:14]4[CH:19]=[CH:18][CH:17]=[CH:16][CH:15]=4)[CH2:10][C:9](=[O:20])[C:8]=3[CH:7]=[CH:6][N:5]2[C:21]=1[CH3:22]. The catalyst class is: 359. (4) Reactant: C([BH3-])#N.[Na+].[CH3:5][NH:6][C@H:7]([C@@H:10]([OH:14])[CH2:11][S:12][CH3:13])[CH2:8][OH:9].[CH2:15]([O:22][CH2:23][N:24]1[C:32]2[C:31]([Cl:33])=[N:30][CH:29]=[N:28][C:27]=2[C:26]([CH:34]=O)=[CH:25]1)[C:16]1[CH:21]=[CH:20][CH:19]=[CH:18][CH:17]=1. Product: [CH2:15]([O:22][CH2:23][N:24]1[C:32]2[C:31]([Cl:33])=[N:30][CH:29]=[N:28][C:27]=2[C:26]([CH2:34][N:6]([CH3:5])[C@@H:7]([C@H:10]([OH:14])[CH2:11][S:12][CH3:13])[CH2:8][OH:9])=[CH:25]1)[C:16]1[CH:17]=[CH:18][CH:19]=[CH:20][CH:21]=1. The catalyst class is: 5. (5) Reactant: [Cl:1][C:2]1[C:7]([F:8])=[CH:6][CH:5]=[C:4]([Cl:9])[C:3]=1[CH:10]([O:12][C:13]1[C:14]([NH2:30])=[N:15][CH:16]=[C:17]([C:19]2[CH:20]=[N:21][N:22]([CH:24]3[CH2:29][CH2:28][NH:27][CH2:26][CH2:25]3)[CH:23]=2)[CH:18]=1)[CH3:11].Cl[CH2:32][P:33](=[O:36])([CH3:35])[CH3:34].C(=O)([O-])[O-].[K+].[K+]. Product: [Cl:1][C:2]1[C:7]([F:8])=[CH:6][CH:5]=[C:4]([Cl:9])[C:3]=1[CH:10]([O:12][C:13]1[C:14]([NH2:30])=[N:15][CH:16]=[C:17]([C:19]2[CH:20]=[N:21][N:22]([CH:24]3[CH2:29][CH2:28][N:27]([CH2:32][P:33]([CH3:35])([CH3:34])=[O:36])[CH2:26][CH2:25]3)[CH:23]=2)[CH:18]=1)[CH3:11]. The catalyst class is: 3. (6) Reactant: [N:1]1([C:10]([O:12][CH2:13][C:14]2[CH:19]=[CH:18][CH:17]=[CH:16][CH:15]=2)=[O:11])[CH2:5][CH2:4][CH2:3][CH:2]1[C:6]([O:8][CH3:9])=[O:7].[CH3:20][Si](C)(C)[N-][Si](C)(C)C.[Li+].IC. Product: [CH3:20][C:2]1([C:6]([O:8][CH3:9])=[O:7])[CH2:3][CH2:4][CH2:5][N:1]1[C:10]([O:12][CH2:13][C:14]1[CH:19]=[CH:18][CH:17]=[CH:16][CH:15]=1)=[O:11]. The catalyst class is: 7.